From a dataset of Full USPTO retrosynthesis dataset with 1.9M reactions from patents (1976-2016). Predict the reactants needed to synthesize the given product. (1) Given the product [F:2][C:3]1([F:9])[CH2:8][CH2:7][N:6]([C:20]([C:18]2[N:19]=[C:15]([C:13]([O:12][CH2:10][CH3:11])=[O:14])[S:16][CH:17]=2)=[O:21])[CH2:5][CH2:4]1, predict the reactants needed to synthesize it. The reactants are: Cl.[F:2][C:3]1([F:9])[CH2:8][CH2:7][NH:6][CH2:5][CH2:4]1.[CH2:10]([O:12][C:13]([C:15]1[S:16][CH:17]=[C:18]([C:20](O)=[O:21])[N:19]=1)=[O:14])[CH3:11].FC1CCN(C(C2N=C(C(NNC(=O)CC(C)(C)C(OC)=O)=O)SC=2)=O)CC1.C(P1(=O)OP(=O)(CCC)OP(=O)(CCC)O1)CC.CCN(C(C)C)C(C)C.C(=O)([O-])[O-].[Na+].[Na+]. (2) Given the product [I:13][C:12]1[C:2]([O:18][CH:16]([CH3:17])[C:15]([F:20])([F:19])[F:14])=[N:3][CH:4]=[C:5]([CH:11]=1)[C:6]([O:8][CH2:9][CH3:10])=[O:7], predict the reactants needed to synthesize it. The reactants are: Cl[C:2]1[C:12]([I:13])=[CH:11][C:5]([C:6]([O:8][CH2:9][CH3:10])=[O:7])=[CH:4][N:3]=1.[F:14][C:15]([F:20])([F:19])[CH:16]([OH:18])[CH3:17].C[Si]([N-][Si](C)(C)C)(C)C.[Na+]. (3) Given the product [F:1][C:2]1[CH:3]=[C:4]([NH:9][C:10]2[C:11]([C:12]([NH:51][C@@H:52]3[CH2:57][CH2:56][C@H:55]([NH:58][C:59](=[O:65])[O:60][C:61]([CH3:63])([CH3:62])[CH3:64])[CH2:54][CH2:53]3)=[O:14])=[CH:15][C:16]([F:19])=[CH:17][N:18]=2)[CH:5]=[CH:6][C:7]=1[F:8], predict the reactants needed to synthesize it. The reactants are: [F:1][C:2]1[CH:3]=[C:4]([NH:9][C:10]2[N:18]=[CH:17][C:16]([F:19])=[CH:15][C:11]=2[C:12]([OH:14])=O)[CH:5]=[CH:6][C:7]=1[F:8].Cl.CN(C)CCCN=C=NCC.ON1C2N=CC=CC=2N=N1.C(N(CC)C(C)C)(C)C.[NH2:51][C@@H:52]1[CH2:57][CH2:56][C@H:55]([NH:58][C:59](=[O:65])[O:60][C:61]([CH3:64])([CH3:63])[CH3:62])[CH2:54][CH2:53]1. (4) Given the product [CH:1]1([S:4]([NH:7][C:8]2[CH:9]=[C:10]([CH:14]=[CH:15][C:16]=2[F:17])[C:11]([NH:32][C:31]2[CH:33]=[CH:34][C:35]([F:36])=[C:29]([F:28])[CH:30]=2)=[O:13])(=[O:5])=[O:6])[CH2:2][CH2:3]1, predict the reactants needed to synthesize it. The reactants are: [CH:1]1([S:4]([NH:7][C:8]2[CH:9]=[C:10]([CH:14]=[CH:15][C:16]=2[F:17])[C:11]([OH:13])=O)(=[O:6])=[O:5])[CH2:3][CH2:2]1.C(Cl)Cl.CCN(CC)CC.[F:28][C:29]1[CH:30]=[C:31]([CH:33]=[CH:34][C:35]=1[F:36])[NH2:32]. (5) Given the product [Br:1][C:2]1[CH:10]=[C:9]2[C:5]([CH:6]=[N:7][NH:8]2)=[CH:4][C:3]=1[O:11][C:18]1[CH:17]=[CH:16][C:15]([N+:20]([O-:22])=[O:21])=[CH:14][C:13]=1[F:12], predict the reactants needed to synthesize it. The reactants are: [Br:1][C:2]1[CH:10]=[C:9]2[C:5]([CH:6]=[N:7][NH:8]2)=[CH:4][C:3]=1[OH:11].[F:12][C:13]1[CH:14]=[C:15]([N+:20]([O-:22])=[O:21])[CH:16]=[CH:17][C:18]=1F.C([O-])(O)=O.[Na+].[Li+].[Cl-]. (6) The reactants are: CC1(C)CCCC(C)(C)N1.C([Li])CCC.[CH:16]1([CH:21]([C:27]2[S:28][CH:29]=[CH:30][CH:31]=2)[C:22]([O:24][CH2:25][CH3:26])=[O:23])[CH2:20][CH2:19][CH2:18][CH2:17]1.Cl[Si:33]([CH3:36])([CH3:35])[CH3:34].Cl. Given the product [CH:16]1([CH:21]([C:27]2[S:28][C:29]([Si:33]([CH3:36])([CH3:35])[CH3:34])=[CH:30][CH:31]=2)[C:22]([O:24][CH2:25][CH3:26])=[O:23])[CH2:20][CH2:19][CH2:18][CH2:17]1, predict the reactants needed to synthesize it. (7) The reactants are: [NH:1]([C:3]1[N:8]([CH2:9][CH:10]([CH3:12])[CH3:11])[C:7](=[O:13])[N:6]([CH3:14])[C:5](=[O:15])[CH:4]=1)[NH2:2].[Cl:16][C:17]1[CH:18]=[C:19]2[C:24](=[CH:25][CH:26]=1)[N:23]=[CH:22][CH:21]=[C:20]2[CH:27]=O.[CH:29]([C:31]1[N:35]([CH3:36])[CH:34]=[C:33]([C:37]([O:39][CH3:40])=[O:38])[CH:32]=1)=O. Given the product [Cl:16][C:17]1[CH:18]=[C:19]2[C:24](=[CH:25][CH:26]=1)[N:23]=[CH:22][CH:21]=[C:20]2[CH2:27][N:2]1[C:29]([C:31]2[N:35]([CH3:36])[CH:34]=[C:33]([C:37]([O:39][CH3:40])=[O:38])[CH:32]=2)=[C:4]2[C:3]([N:8]([CH2:9][CH:10]([CH3:11])[CH3:12])[C:7](=[O:13])[N:6]([CH3:14])[C:5]2=[O:15])=[N:1]1, predict the reactants needed to synthesize it. (8) Given the product [CH3:50][C:48]1[CH:47]=[CH:46][N+:45]([O-:51])=[C:44]([NH:43][C:10](=[O:12])/[CH:9]=[CH:8]\[C:7]([N:4]2[CH2:3][CH2:2][O:1][CH2:6][CH2:5]2)=[O:13])[CH:49]=1, predict the reactants needed to synthesize it. The reactants are: [O:1]1[CH2:6][CH2:5][N:4]([C:7](=[O:13])/[CH:8]=[CH:9]\[C:10]([OH:12])=O)[CH2:3][CH2:2]1.[Cl-].N1(O[P+](N(C)C)(N(C)C)N(C)C)C2C=CC=CC=2N=N1.C(N(CC)CCC)C.[NH2:43][C:44]1[CH:49]=[C:48]([CH3:50])[CH:47]=[CH:46][N+:45]=1[O-:51]. (9) The reactants are: C1(P(C2CCCCC2)C2C=CC=CC=2C2C(C(C)C)=CC(C(C)C)=CC=2C(C)C)CCCCC1.[O:35]1[CH2:40][CH2:39][N:38]([C:41]2[C:46]([NH2:47])=[CH:45][C:44]([N:48]3[CH2:53][CH2:52][O:51][CH2:50][CH2:49]3)=[CH:43][N:42]=2)[CH2:37][CH2:36]1.Cl[C:55]1[C:64]2[C:59](=[CH:60][C:61]([F:66])=[CH:62][C:63]=2[F:65])[N:58]=[C:57]([C:67]2[CH:68]=[N:69][C:70]([O:73][CH2:74][CH:75]3[CH2:77][CH2:76]3)=[CH:71][CH:72]=2)[C:56]=1[CH3:78].CC(C)([O-])C.[Na+]. Given the product [CH:75]1([CH2:74][O:73][C:70]2[N:69]=[CH:68][C:67]([C:57]3[C:56]([CH3:78])=[C:55]([NH:47][C:46]4[C:41]([N:38]5[CH2:39][CH2:40][O:35][CH2:36][CH2:37]5)=[N:42][CH:43]=[C:44]([N:48]5[CH2:49][CH2:50][O:51][CH2:52][CH2:53]5)[CH:45]=4)[C:64]4[C:59](=[CH:60][C:61]([F:66])=[CH:62][C:63]=4[F:65])[N:58]=3)=[CH:72][CH:71]=2)[CH2:76][CH2:77]1, predict the reactants needed to synthesize it. (10) Given the product [CH3:16][C:13]1([CH3:17])[CH2:14][CH2:15][N:7]2[C:8](=[N:9][C:10]3[C:5]([C:6]2=[O:18])=[CH:4][CH:3]=[C:2]([CH:20]=[CH2:21])[CH:11]=3)[CH2:12]1.[CH3:34][C:32]1([CH3:35])[CH2:33][N:25]2[C:26](=[N:27][C:28]3[C:23]([C:24]2=[O:36])=[CH:22][CH:43]=[C:42]([CH:38]=[CH2:47])[CH:44]=3)[CH2:30][CH2:31]1, predict the reactants needed to synthesize it. The reactants are: Br[C:2]1[CH:11]=[C:10]2[C:5]([C:6](=[O:18])[N:7]3[CH2:15][CH2:14][C:13]([CH3:17])([CH3:16])[CH2:12][C:8]3=[N:9]2)=[CH:4][CH:3]=1.Br[C:20]1C=[C:28]2[C:23]([C:24](=[O:36])[N:25]3[CH2:33][C:32]([CH3:35])([CH3:34])[CH2:31][CH2:30][C:26]3=[N:27]2)=[CH:22][CH:21]=1.C[C:38]1([CH3:47])[C:42]([CH3:44])([CH3:43])OB(C=C)O1.C([O-])([O-])=O.[K+].[K+].C1C=CC(P(C2C=CC=CC=2)C2C=CC=CC=2)=CC=1.